Dataset: Full USPTO retrosynthesis dataset with 1.9M reactions from patents (1976-2016). Task: Predict the reactants needed to synthesize the given product. The reactants are: [CH3:1][C:2]1[CH:3]=[C:4]([Mg]Br)[CH:5]=[CH:6][CH:7]=1.[N:10]12[CH2:17][CH2:16][C:13]([C:18]([O:20]CC)=O)([CH2:14][CH2:15]1)[CH2:12][CH2:11]2. Given the product [N:10]12[CH2:11][CH2:12][C:13]([C:18]([C:6]3[CH:5]=[CH:4][CH:3]=[C:2]([CH3:1])[CH:7]=3)([C:6]3[CH:5]=[CH:4][CH:3]=[C:2]([CH3:1])[CH:7]=3)[OH:20])([CH2:14][CH2:15]1)[CH2:16][CH2:17]2, predict the reactants needed to synthesize it.